Dataset: Full USPTO retrosynthesis dataset with 1.9M reactions from patents (1976-2016). Task: Predict the reactants needed to synthesize the given product. (1) Given the product [Cl:33][C:28]1[CH:27]=[C:26]([NH:18][C:10]2[C:11]3[C:12](=[CH:13][N:14]=[CH:15][CH:16]=3)[S:17][C:9]=2[NH2:8])[CH:31]=[CH:30][C:29]=1[F:32], predict the reactants needed to synthesize it. The reactants are: C(OC([NH:8][C:9]1[S:17][C:12]2=[CH:13][N:14]=[CH:15][CH:16]=[C:11]2[C:10]=1[N:18]([C:26]1[CH:31]=[CH:30][C:29]([F:32])=[C:28]([Cl:33])[CH:27]=1)C(=O)OC(C)(C)C)=O)(C)(C)C.Cl.N. (2) Given the product [CH:33]1([CH2:36][CH2:37][O:38][C:39]2[CH:65]=[CH:64][C:42]([C:43]([NH:45][CH:46]([CH2:47][C:48]3[CH:49]=[CH:50][C:51]([O:54][CH:55]4[CH2:56][CH2:57]4)=[CH:52][CH:53]=3)[C:58]([NH:60][CH2:61][CH2:62][OH:63])=[O:59])=[O:44])=[CH:41][CH:40]=2)[CH2:35][CH2:34]1, predict the reactants needed to synthesize it. The reactants are: C1(CCOC2C=CC(C(NC(CC3C=CC(CCC)=CC=3)C(NCCO)=O)=O)=CC=2)CC1.[CH:33]1([CH2:36][CH2:37][O:38][C:39]2[CH:65]=[CH:64][C:42]([C:43]([NH:45]/[C:46](/[C:58]([NH:60][CH2:61][CH2:62][OH:63])=[O:59])=[CH:47]\[C:48]3[CH:53]=[CH:52][C:51]([O:54][CH:55]4[CH2:57][CH2:56]4)=[CH:50][CH:49]=3)=[O:44])=[CH:41][CH:40]=2)[CH2:35][CH2:34]1. (3) Given the product [C:35]([C:32]1[CH:33]=[CH:34][C:29]([S:10]([C:12](=[O:28])[NH:13][C:14]2[CH:19]=[CH:18][C:17]([O:20][CH2:21][CH:22]3[CH2:23][CH2:24][CH2:25][CH2:26][CH2:27]3)=[CH:16][CH:15]=2)([CH3:11])[C:7]2[CH:8]=[CH:9][C:4]([C:3]([OH:39])=[O:2])=[CH:5][CH:6]=2)=[CH:30][CH:31]=1)([CH3:38])([CH3:36])[CH3:37], predict the reactants needed to synthesize it. The reactants are: C[O:2][C:3](=[O:39])[C:4]1[CH:9]=[CH:8][C:7]([S:10]([C:29]2[CH:34]=[CH:33][C:32]([C:35]([CH3:38])([CH3:37])[CH3:36])=[CH:31][CH:30]=2)([C:12](=[O:28])[NH:13][C:14]2[CH:19]=[CH:18][C:17]([O:20][CH2:21][CH:22]3[CH2:27][CH2:26][CH2:25][CH2:24][CH2:23]3)=[CH:16][CH:15]=2)[CH3:11])=[CH:6][CH:5]=1.[Li+].[OH-].Cl.